From a dataset of Catalyst prediction with 721,799 reactions and 888 catalyst types from USPTO. Predict which catalyst facilitates the given reaction. (1) Reactant: [I:1][C:2]1[CH:12]=[CH:11][CH:10]=[C:4]2[C:5]([O:7][C:8](=[O:9])[C:3]=12)=[O:6].[CH2:13]([NH:15][CH2:16][CH3:17])[CH3:14]. Product: [I:1][C:2]1[CH:12]=[CH:11][CH:10]=[C:4]([C:5]([N:15]([CH2:16][CH3:17])[CH2:13][CH3:14])=[O:6])[C:3]=1[C:8]([OH:7])=[O:9]. The catalyst class is: 10. (2) Reactant: [C:1](Cl)(=[O:5])[CH2:2][CH2:3][CH3:4].[CH3:7][N:8]([CH3:24])[C:9]1([C:19]2[S:20][CH:21]=[CH:22][CH:23]=2)[CH2:18][CH2:17][C:12]2([CH2:16][CH2:15][NH:14][CH2:13]2)[CH2:11][CH2:10]1.C(N(CC)CC)C.C(=O)([O-])[O-].[K+].[K+]. Product: [CH3:7][N:8]([CH3:24])[C:9]1([C:19]2[S:20][CH:21]=[CH:22][CH:23]=2)[CH2:10][CH2:11][C:12]2([CH2:16][CH2:15][N:14]([C:1](=[O:5])[CH2:2][CH2:3][CH3:4])[CH2:13]2)[CH2:17][CH2:18]1. The catalyst class is: 2.